Dataset: NCI-60 drug combinations with 297,098 pairs across 59 cell lines. Task: Regression. Given two drug SMILES strings and cell line genomic features, predict the synergy score measuring deviation from expected non-interaction effect. (1) Drug 1: CC12CCC(CC1=CCC3C2CCC4(C3CC=C4C5=CN=CC=C5)C)O. Drug 2: C1=C(C(=O)NC(=O)N1)F. Cell line: OVCAR3. Synergy scores: CSS=66.3, Synergy_ZIP=1.21, Synergy_Bliss=0.432, Synergy_Loewe=0.450, Synergy_HSA=3.26. (2) Drug 1: C1=C(C(=O)NC(=O)N1)F. Drug 2: C1=NC2=C(N1)C(=S)N=C(N2)N. Cell line: SNB-75. Synergy scores: CSS=25.6, Synergy_ZIP=-8.22, Synergy_Bliss=-5.88, Synergy_Loewe=-11.5, Synergy_HSA=-0.907. (3) Drug 1: CCCS(=O)(=O)NC1=C(C(=C(C=C1)F)C(=O)C2=CNC3=C2C=C(C=N3)C4=CC=C(C=C4)Cl)F. Drug 2: C1=CN(C=N1)CC(O)(P(=O)(O)O)P(=O)(O)O. Cell line: HOP-62. Synergy scores: CSS=5.86, Synergy_ZIP=2.90, Synergy_Bliss=9.77, Synergy_Loewe=5.32, Synergy_HSA=6.63. (4) Drug 1: C1CCN(CC1)CCOC2=CC=C(C=C2)C(=O)C3=C(SC4=C3C=CC(=C4)O)C5=CC=C(C=C5)O. Drug 2: C1=CC(=CC=C1CC(C(=O)O)N)N(CCCl)CCCl.Cl. Cell line: SF-539. Synergy scores: CSS=21.5, Synergy_ZIP=-0.720, Synergy_Bliss=1.35, Synergy_Loewe=0.0866, Synergy_HSA=0.0891. (5) Drug 1: C1=NC2=C(N=C(N=C2N1C3C(C(C(O3)CO)O)O)F)N. Drug 2: CC12CCC3C(C1CCC2O)C(CC4=C3C=CC(=C4)O)CCCCCCCCCS(=O)CCCC(C(F)(F)F)(F)F. Cell line: UACC-257. Synergy scores: CSS=-1.32, Synergy_ZIP=0.529, Synergy_Bliss=0.653, Synergy_Loewe=-2.61, Synergy_HSA=-2.66. (6) Drug 1: C1=CC=C(C=C1)NC(=O)CCCCCCC(=O)NO. Drug 2: C1CNP(=O)(OC1)N(CCCl)CCCl. Cell line: IGROV1. Synergy scores: CSS=-3.36, Synergy_ZIP=2.08, Synergy_Bliss=0.781, Synergy_Loewe=-0.126, Synergy_HSA=-3.99. (7) Drug 1: C(=O)(N)NO. Drug 2: CC1CCC2CC(C(=CC=CC=CC(CC(C(=O)C(C(C(=CC(C(=O)CC(OC(=O)C3CCCCN3C(=O)C(=O)C1(O2)O)C(C)CC4CCC(C(C4)OC)O)C)C)O)OC)C)C)C)OC. Cell line: T-47D. Synergy scores: CSS=-3.77, Synergy_ZIP=2.21, Synergy_Bliss=0.0268, Synergy_Loewe=-2.29, Synergy_HSA=-3.70. (8) Drug 1: C1=CN(C=N1)CC(O)(P(=O)(O)O)P(=O)(O)O. Drug 2: C1CNP(=O)(OC1)N(CCCl)CCCl. Cell line: NCIH23. Synergy scores: CSS=4.71, Synergy_ZIP=1.52, Synergy_Bliss=4.81, Synergy_Loewe=7.16, Synergy_HSA=3.03. (9) Synergy scores: CSS=71.8, Synergy_ZIP=0.241, Synergy_Bliss=-1.42, Synergy_Loewe=-1.75, Synergy_HSA=-1.57. Drug 2: CC(C)CN1C=NC2=C1C3=CC=CC=C3N=C2N. Cell line: SK-MEL-28. Drug 1: CCCCC(=O)OCC(=O)C1(CC(C2=C(C1)C(=C3C(=C2O)C(=O)C4=C(C3=O)C=CC=C4OC)O)OC5CC(C(C(O5)C)O)NC(=O)C(F)(F)F)O. (10) Drug 1: C1=CC(=CC=C1CC(C(=O)O)N)N(CCCl)CCCl.Cl. Drug 2: C(CN)CNCCSP(=O)(O)O. Cell line: BT-549. Synergy scores: CSS=14.9, Synergy_ZIP=0.422, Synergy_Bliss=0.717, Synergy_Loewe=-6.93, Synergy_HSA=-0.818.